From a dataset of Catalyst prediction with 721,799 reactions and 888 catalyst types from USPTO. Predict which catalyst facilitates the given reaction. (1) Reactant: [CH3:1][O:2][C:3](=[O:26])[CH:4]([NH:8][S:9]([C:12]1[CH:17]=[CH:16][C:15]([C:18]2[CH:23]=[CH:22][C:21]([CH2:24][OH:25])=[CH:20][CH:19]=2)=[CH:14][CH:13]=1)(=[O:11])=[O:10])[CH:5]([CH3:7])[CH3:6].Cl[C:28]1[C:37]([CH3:38])=[CH:36][C:35]2[C:30](=[CH:31][CH:32]=[CH:33][CH:34]=2)[N:29]=1.[H-].[Na+].O. Product: [CH3:1][O:2][C:3](=[O:26])[CH:4]([NH:8][S:9]([C:12]1[CH:17]=[CH:16][C:15]([C:18]2[CH:19]=[CH:20][C:21]([CH2:24][O:25][C:28]3[C:37]([CH3:38])=[CH:36][C:35]4[C:30](=[CH:31][CH:32]=[CH:33][CH:34]=4)[N:29]=3)=[CH:22][CH:23]=2)=[CH:14][CH:13]=1)(=[O:11])=[O:10])[CH:5]([CH3:7])[CH3:6]. The catalyst class is: 3. (2) Reactant: [I:1][C:2]1[CH:3]=[N:4][N:5]([CH3:9])[C:6]=1[C:7]#[N:8].[N-:10]=[N+:11]=[N-:12].[Na+].[Cl-].[NH4+].N([O-])=O.[Na+].OS(O)(=O)=O. Product: [I:1][C:2]1[CH:3]=[N:4][N:5]([CH3:9])[C:6]=1[C:7]1[N:10]=[N:11][NH:12][N:8]=1. The catalyst class is: 136. (3) Reactant: [F:1][C:2]([F:11])([F:10])[C:3]1[CH:9]=[CH:8][C:6]([NH2:7])=[CH:5][CH:4]=1.O=[C:13]([CH2:19][CH3:20])[CH2:14][C:15]([O:17][CH3:18])=[O:16].C1(C)C=CC=CC=1.C(O)(=O)C. Product: [F:1][C:2]([F:10])([F:11])[C:3]1[CH:9]=[CH:8][C:6]([NH:7][C:13]([CH2:19][CH3:20])=[CH:14][C:15]([O:17][CH3:18])=[O:16])=[CH:5][CH:4]=1. The catalyst class is: 6. (4) Reactant: C([O:8][CH2:9][CH2:10][O:11][C:12]1[C:17]([C:18]([N:20]2[CH2:25][CH2:24][CH:23]([N:26]3[CH2:30][CH2:29][CH2:28][CH2:27]3)[CH2:22][CH2:21]2)=[O:19])=[C:16]([CH3:31])[CH:15]=[C:14]([C:32]2[CH:37]=[CH:36][CH:35]=[C:34]([C:38]([F:41])([F:40])[F:39])[CH:33]=2)[N:13]=1)C1C=CC=CC=1.Cl.CO. Product: [OH:8][CH2:9][CH2:10][O:11][C:12]1[C:17]([C:18]([N:20]2[CH2:25][CH2:24][CH:23]([N:26]3[CH2:30][CH2:29][CH2:28][CH2:27]3)[CH2:22][CH2:21]2)=[O:19])=[C:16]([CH3:31])[CH:15]=[C:14]([C:32]2[CH:37]=[CH:36][CH:35]=[C:34]([C:38]([F:39])([F:41])[F:40])[CH:33]=2)[N:13]=1. The catalyst class is: 19. (5) Reactant: C[O-].[Na+].CC1C=CC(S(O[C:15]([C:19]([CH3:22])([CH3:21])[CH3:20])=[CH:16][C:17]#[N:18])(=O)=O)=CC=1.Cl.[NH2:24][CH:25](C(OCC)=O)[C:26]([O:28][CH2:29]C)=[O:27]. Product: [NH2:18][C:17]1[CH:16]=[C:15]([C:19]([CH3:20])([CH3:21])[CH3:22])[NH:24][C:25]=1[C:26]([O:28][CH3:29])=[O:27]. The catalyst class is: 5. (6) Reactant: [CH3:1][N:2]1[C:7](=[O:8])[C:6]2=[C:9]([NH:12][C:13]3[CH:18]=[CH:17][CH:16]=[CH:15][CH:14]=3)[NH:10][N:11]=[C:5]2[N:4]2[C@H:19]3[CH2:24][CH2:23][CH2:22][C@H:20]3[N:21]=[C:3]12.[Br:25][CH:26](Br)[C:27]1[CH:32]=[CH:31][C:30]([C:33]2[CH:38]=[CH:37][C:36]([F:39])=[CH:35][N:34]=2)=[CH:29][CH:28]=1.C([O-])([O-])=O.[K+].[K+]. Product: [CH3:1][N:2]1[C:7](=[O:8])[C:6]2=[C:9]([NH:12][C:13]3[CH:18]=[CH:17][CH:16]=[CH:15][CH:14]=3)[N:10]([CH:26]([Br:25])[C:27]3[CH:28]=[CH:29][C:30]([C:33]4[CH:38]=[CH:37][C:36]([F:39])=[CH:35][N:34]=4)=[CH:31][CH:32]=3)[N:11]=[C:5]2[N:4]2[C@H:19]3[CH2:24][CH2:23][CH2:22][C@H:20]3[N:21]=[C:3]12. The catalyst class is: 3. (7) Reactant: [NH2:1][C:2]1[CH:7]=[CH:6][C:5]([C@@H:8]([N:10]2[CH2:15][CH2:14][N:13]([C:16]([C:18]3[CH:19]=[N:20][N:21]4[C:26]([C:27]([F:30])([F:29])[F:28])=[C:25]([CH3:31])[C:24]([C:32]5[CH:37]=[CH:36][C:35]([O:38][CH3:39])=[CH:34][CH:33]=5)=[N:23][C:22]=34)=[O:17])[C@H:12]([CH3:40])[CH2:11]2)[CH3:9])=[CH:4][CH:3]=1.[C:41](Cl)(=[O:43])[CH3:42]. Product: [CH3:39][O:38][C:35]1[CH:34]=[CH:33][C:32]([C:24]2[C:25]([CH3:31])=[C:26]([C:27]([F:28])([F:30])[F:29])[N:21]3[N:20]=[CH:19][C:18]([C:16]([N:13]4[CH2:14][CH2:15][N:10]([C@H:8]([C:5]5[CH:6]=[CH:7][C:2]([NH:1][C:41](=[O:43])[CH3:42])=[CH:3][CH:4]=5)[CH3:9])[CH2:11][C@H:12]4[CH3:40])=[O:17])=[C:22]3[N:23]=2)=[CH:37][CH:36]=1. The catalyst class is: 326. (8) Reactant: C(OC([NH:8][C@H:9]([C:22]1[CH:27]=[CH:26][CH:25]=[CH:24][CH:23]=1)[CH2:10][N:11]1[CH2:16][CH2:15][CH:14]([C:17]([O:19][CH2:20][CH3:21])=[O:18])[CH2:13][CH2:12]1)=O)(C)(C)C.FC(F)(F)C(O)=O. Product: [NH2:8][C@H:9]([C:22]1[CH:23]=[CH:24][CH:25]=[CH:26][CH:27]=1)[CH2:10][N:11]1[CH2:16][CH2:15][CH:14]([C:17]([O:19][CH2:20][CH3:21])=[O:18])[CH2:13][CH2:12]1. The catalyst class is: 4. (9) Reactant: [C:1]([O:7][CH2:8][N:9]1[C:17](=[O:18])[N:16]([CH3:19])[C:15]2[C:14](=[O:20])[NH:13][C:12](=[O:21])[N:11]([CH3:22])[C:10]1=2)(=[O:6])[C:2]([CH3:5])([CH3:4])[CH3:3].[H-].[Na+].[C:25]([O:28][C@H:29]([CH3:35])[CH2:30][CH2:31][CH2:32][CH2:33][I:34])(=[O:27])[CH3:26].O. Product: [C:25]([O:28][C@H:29]([CH3:35])[CH2:30][CH2:31][CH2:32][CH2:33][I:34])(=[O:27])[CH3:26].[C:25]([O:28][C@H:29]([CH3:35])[CH2:30][CH2:31][CH2:32][CH2:33][N:13]1[C:14](=[O:20])[C:15]2[N:16]([CH3:19])[C:17](=[O:18])[N:9]([CH2:8][O:7][C:1](=[O:6])[C:2]([CH3:5])([CH3:4])[CH3:3])[C:10]=2[N:11]([CH3:22])[C:12]1=[O:21])(=[O:27])[CH3:26]. The catalyst class is: 16. (10) Reactant: Cl[C:2]1[N:9]=[CH:8][C:7]([F:10])=[CH:6][C:3]=1[C:4]#[N:5].O.[NH2:12][NH2:13]. Product: [F:10][C:7]1[CH:6]=[C:3]2[C:4]([NH2:5])=[N:13][NH:12][C:2]2=[N:9][CH:8]=1. The catalyst class is: 196.